Dataset: Full USPTO retrosynthesis dataset with 1.9M reactions from patents (1976-2016). Task: Predict the reactants needed to synthesize the given product. (1) Given the product [Cl:1][C:2]1[CH:3]=[C:4]([C:9]([C:12]2[N:16]([C:17]3[CH:22]=[CH:21][C:20]([F:23])=[C:19]([O:24][CH3:25])[CH:18]=3)[C:15]([S:26][CH2:27][C:28]3[C:36]([F:37])=[CH:35][C:31]([C:32]([NH:45][CH2:44][CH2:43][C:42]([O:41][CH3:40])=[O:46])=[O:33])=[CH:30][C:29]=3[F:38])=[N:14][CH:13]=2)([CH3:11])[CH3:10])[CH:5]=[CH:6][C:7]=1[Cl:8], predict the reactants needed to synthesize it. The reactants are: [Cl:1][C:2]1[CH:3]=[C:4]([C:9]([C:12]2[N:16]([C:17]3[CH:22]=[CH:21][C:20]([F:23])=[C:19]([O:24][CH3:25])[CH:18]=3)[C:15]([S:26][CH2:27][C:28]3[C:36]([F:37])=[CH:35][C:31]([C:32](O)=[O:33])=[CH:30][C:29]=3[F:38])=[N:14][CH:13]=2)([CH3:11])[CH3:10])[CH:5]=[CH:6][C:7]=1[Cl:8].Cl.[CH3:40][O:41][C:42](=[O:46])[CH2:43][CH2:44][NH2:45].CCN(CC)CC.CN(C(ON1N=NC2C=CC=NC1=2)=[N+](C)C)C.F[P-](F)(F)(F)(F)F. (2) Given the product [C:1]([C:4]1[CH:5]=[C:6]([CH3:37])[C:7]([O:8][C:9]2[C:10]3[NH:26][CH:25]=[CH:24][C:11]=3[N:12]=[C:13]([NH:15][C:16]3[CH:17]=[CH:18][C:19]([C:20]#[N:21])=[CH:22][CH:23]=3)[N:14]=2)=[C:34]([CH3:36])[CH:35]=1)(=[O:3])[CH3:2], predict the reactants needed to synthesize it. The reactants are: [C:1]([C:4]1[CH:35]=[C:34]([CH3:36])[C:7]([O:8][C:9]2[C:10]3[N:26](CC4C=CC=CC=4)[CH:25]=[CH:24][C:11]=3[N:12]=[C:13]([NH:15][C:16]3[CH:23]=[CH:22][C:19]([C:20]#[N:21])=[CH:18][CH:17]=3)[N:14]=2)=[C:6]([CH3:37])[CH:5]=1)(=[O:3])[CH3:2].[Al+3].[Cl-].[Cl-].[Cl-].C(Cl)(Cl)Cl. (3) Given the product [Br:1][C:2]1[CH:7]=[C:6]2[C:5](=[CH:4][CH:3]=1)[NH:8][CH:10]=[C:11]2[CH:12]([CH3:14])[CH3:13], predict the reactants needed to synthesize it. The reactants are: [Br:1][C:2]1[CH:7]=[CH:6][C:5]([NH:8]N)=[CH:4][CH:3]=1.[CH:10](=O)[CH2:11][CH:12]([CH3:14])[CH3:13].